From a dataset of Full USPTO retrosynthesis dataset with 1.9M reactions from patents (1976-2016). Predict the reactants needed to synthesize the given product. (1) Given the product [O-:6][N+:17]1[C:18]2[CH:19]=[CH:20][CH:21]=[CH:22][C:23]=2[C:24]2[N:12]([CH2:25][CH2:26][CH2:27][NH:28][C:29](=[O:35])[O:30][C:31]([CH3:32])([CH3:34])[CH3:33])[CH:13]=[N:14][C:15]=2[CH:16]=1, predict the reactants needed to synthesize it. The reactants are: ClC1C=C(C=CC=1)C(OO)=[O:6].[N:12]1([CH2:25][CH2:26][CH2:27][NH:28][C:29](=[O:35])[O:30][C:31]([CH3:34])([CH3:33])[CH3:32])[C:24]2[C:23]3[CH:22]=[CH:21][CH:20]=[CH:19][C:18]=3[N:17]=[CH:16][C:15]=2[N:14]=[CH:13]1. (2) Given the product [Br:1][C:2]1[C:7](=[O:8])[N:6]([CH3:9])[N:5]=[C:4]([C:10]([NH:28][O:27][CH2:26][CH:23]2[CH2:25][CH2:24]2)=[O:12])[C:3]=1[NH:14][C:15]1[CH:20]=[CH:19][C:18]([Br:21])=[CH:17][C:16]=1[F:22], predict the reactants needed to synthesize it. The reactants are: [Br:1][C:2]1[C:7](=[O:8])[N:6]([CH3:9])[N:5]=[C:4]([C:10]([O:12]C)=O)[C:3]=1[NH:14][C:15]1[CH:20]=[CH:19][C:18]([Br:21])=[CH:17][C:16]=1[F:22].[CH:23]1([CH2:26][O:27][NH2:28])[CH2:25][CH2:24]1. (3) Given the product [N:35]1[CH:40]=[CH:39][C:38]([C:2]2[C:10]3[C:5](=[CH:6][CH:7]=[C:8]([C:11]([O:13][CH2:14][CH3:15])=[O:12])[CH:9]=3)[N:4]([C:16]([C:29]3[CH:34]=[CH:33][CH:32]=[CH:31][CH:30]=3)([C:23]3[CH:28]=[CH:27][CH:26]=[CH:25][CH:24]=3)[C:17]3[CH:22]=[CH:21][CH:20]=[CH:19][CH:18]=3)[N:3]=2)=[CH:37][CH:36]=1, predict the reactants needed to synthesize it. The reactants are: Br[C:2]1[C:10]2[C:5](=[CH:6][CH:7]=[C:8]([C:11]([O:13][CH2:14][CH3:15])=[O:12])[CH:9]=2)[N:4]([C:16]([C:29]2[CH:34]=[CH:33][CH:32]=[CH:31][CH:30]=2)([C:23]2[CH:28]=[CH:27][CH:26]=[CH:25][CH:24]=2)[C:17]2[CH:22]=[CH:21][CH:20]=[CH:19][CH:18]=2)[N:3]=1.[N:35]1[CH:40]=[CH:39][C:38](B2OC(C)(C)C(C)(C)O2)=[CH:37][CH:36]=1.C(=O)([O-])[O-].[Na+].[Na+]. (4) Given the product [CH3:34][O:33][C:30]1[N:31]=[CH:32][C:27]([N:25]2[C:15]([C:12]3[CH:13]=[CH:14][NH:10][CH:11]=3)=[CH:16][C:17]([C:18]([O:20][CH2:21][CH3:22])=[O:19])=[N:26]2)=[CH:28][CH:29]=1, predict the reactants needed to synthesize it. The reactants are: C1(S([N:10]2[CH:14]=[CH:13][C:12]([C:15](=O)[CH2:16][C:17](=O)[C:18]([O:20][CH2:21][CH3:22])=[O:19])=[CH:11]2)(=O)=O)C=CC=CC=1.[NH:25]([C:27]1[CH:28]=[CH:29][C:30]([O:33][CH3:34])=[N:31][CH:32]=1)[NH2:26].C(O)(=O)C.Cl. (5) The reactants are: O[C:2]1[C:11]2[C:10]([C:12](OCC)=[O:13])=[CH:9][CH:8]=[CH:7][C:6]=2[NH:5][C:4](=[O:17])[C:3]=1[C:18]1[CH:23]=[CH:22][CH:21]=[CH:20][CH:19]=1.O.[NH2:25][NH2:26]. Given the product [C:18]1([CH:3]2[C:2]3=[N:25][NH:26][C:12](=[O:13])[C:10]4[CH:9]=[CH:8][CH:7]=[C:6]([C:11]=43)[NH:5][C:4]2=[O:17])[CH:23]=[CH:22][CH:21]=[CH:20][CH:19]=1, predict the reactants needed to synthesize it.